Dataset: Reaction yield outcomes from USPTO patents with 853,638 reactions. Task: Predict the reaction yield, written as a fraction of the theoretical maximum amount of product (1.0 means a 100% yield; for example, 0.34 means a 34% yield). (1) The reactants are [F:1][C:2]1[CH:12]=[CH:11][C:10]([F:13])=[C:4]2[C:5]([O:7][C:8](=[O:9])[C:3]=12)=[O:6].Cl[CH:15]([Cl:19])[CH:16](Cl)Cl.[Cl-].[Al+3].[Cl-].[Cl-]. The catalyst is Cl. The product is [Cl:19][C:15]1[CH:4]=[CH:3][C:2]([C:5]([C:4]2[C:10]([F:13])=[CH:11][CH:12]=[C:2]([F:1])[C:3]=2[C:8]([OH:7])=[O:9])=[O:6])=[CH:12][CH:16]=1. The yield is 0.730. (2) The reactants are [CH:1]([C:3]1[O:4][C:5]([C:8]([OH:10])=[O:9])=[CH:6][CH:7]=1)=O.Cl.[NH2:12]O.C(OC(=O)C)(=O)C.Cl. The catalyst is O.N1C=CC=CC=1. The product is [C:1]([C:3]1[O:4][C:5]([C:8]([OH:10])=[O:9])=[CH:6][CH:7]=1)#[N:12]. The yield is 0.460. (3) The reactants are Cl[C:2]1[CH:10]=[C:9](Cl)[CH:8]=[C:7]2[C:3]=1[CH:4]=[C:5]([C:12]([O:14][CH2:15][CH3:16])=[O:13])[NH:6]2.[C:17]([Zn]C#N)#[N:18].CC(C1C=C(C(C)C)C(C2C=CC=CC=2P(C2CCCCC2)C2CCCCC2)=C(C(C)C)C=1)C.[CH3:56][N:57](C=O)C. The catalyst is O.N.C1C=CC(/C=C/C(/C=C/C2C=CC=CC=2)=O)=CC=1.C1C=CC(/C=C/C(/C=C/C2C=CC=CC=2)=O)=CC=1.C1C=CC(/C=C/C(/C=C/C2C=CC=CC=2)=O)=CC=1.[Pd].[Pd]. The product is [C:17]([C:2]1[CH:10]=[C:9]([C:56]#[N:57])[CH:8]=[C:7]2[C:3]=1[CH:4]=[C:5]([C:12]([O:14][CH2:15][CH3:16])=[O:13])[NH:6]2)#[N:18]. The yield is 0.320. (4) The reactants are [NH2:1][C:2]1[CH:20]=[CH:19][C:5]([O:6][C:7]2[C:12]3[NH:13][C:14](=[O:18])[C:15]([CH3:17])=[N:16][C:11]=3[N:10]=[CH:9][CH:8]=2)=[CH:4][C:3]=1[F:21].[F:22][C:23]1[CH:28]=[CH:27][C:26]([C:29]([F:32])([F:31])[F:30])=[CH:25][C:24]=1[N:33]=[C:34]=[O:35]. The yield is 0.850. The product is [F:21][C:3]1[CH:4]=[C:5]([O:6][C:7]2[C:12]3[NH:13][C:14](=[O:18])[C:15]([CH3:17])=[N:16][C:11]=3[N:10]=[CH:9][CH:8]=2)[CH:19]=[CH:20][C:2]=1[NH:1][C:34]([NH:33][C:24]1[CH:25]=[C:26]([C:29]([F:30])([F:32])[F:31])[CH:27]=[CH:28][C:23]=1[F:22])=[O:35]. No catalyst specified. (5) The reactants are C[O:2][C:3](=O)[CH2:4][CH2:5][C:6]([CH3:19])([N:8]1[CH:12]=[C:11]([C:13]2[CH:14]=[N:15][CH:16]=[CH:17][CH:18]=2)[N:10]=[CH:9]1)[CH3:7].[BH4-].[Na+]. The catalyst is C(O)C. The product is [CH3:19][C:6]([N:8]1[CH:12]=[C:11]([C:13]2[CH:14]=[N:15][CH:16]=[CH:17][CH:18]=2)[N:10]=[CH:9]1)([CH3:7])[CH2:5][CH2:4][CH2:3][OH:2]. The yield is 0.680.